From a dataset of Catalyst prediction with 721,799 reactions and 888 catalyst types from USPTO. Predict which catalyst facilitates the given reaction. (1) Reactant: B(Br)(Br)Br.C[O:6][C:7]1[CH:21]=[CH:20][C:10]2[N:11]3[CH2:19][CH2:18][CH2:17][C:12]3=[N:13][S:14](=[O:16])(=[O:15])[C:9]=2[CH:8]=1.O. Product: [CH2:19]1[N:11]2[C:12](=[N:13][S:14](=[O:15])(=[O:16])[C:9]3[CH:8]=[C:7]([OH:6])[CH:21]=[CH:20][C:10]=32)[CH2:17][CH2:18]1. The catalyst class is: 2. (2) Reactant: Br[C:2]1[CH:11]=[CH:10][C:5]([C:6]([O:8][CH3:9])=[O:7])=[CH:4][N:3]=1.[Br-].[CH2:13]([O:15][C:16](=[O:21])[CH2:17][CH2:18][CH2:19][Zn+])[CH3:14]. Product: [CH2:13]([O:15][C:16](=[O:21])[CH2:17][CH2:18][CH2:19][C:2]1[CH:11]=[CH:10][C:5]([C:6]([O:8][CH3:9])=[O:7])=[CH:4][N:3]=1)[CH3:14]. The catalyst class is: 176. (3) Reactant: Cl[CH:2]([O:4][C:5](=[O:32])[N:6]([C:29](=[O:31])[CH3:30])[CH2:7][C@@H:8]1[O:12][C:11](=[O:13])[N:10]([C:14]2[CH:19]=[CH:18][C:17]([CH:20]3[CH2:25][CH2:24][S:23](=[O:27])(=[O:26])[CH2:22][CH2:21]3)=[C:16]([F:28])[CH:15]=2)[CH2:9]1)[CH3:3].[CH3:33][C:34]([CH3:39])([CH3:38])[C:35]([O-:37])=[O:36].[Cs+].[I-].[Na+].C(#N)C. Product: [C:29]([N:6]([CH2:7][C@@H:8]1[O:12][C:11](=[O:13])[N:10]([C:14]2[CH:19]=[CH:18][C:17]([CH:20]3[CH2:25][CH2:24][S:23](=[O:27])(=[O:26])[CH2:22][CH2:21]3)=[C:16]([F:28])[CH:15]=2)[CH2:9]1)[C:5]([O:4][CH:2]([O:37][C:35](=[O:36])[C:34]([CH3:39])([CH3:38])[CH3:33])[CH3:3])=[O:32])(=[O:31])[CH3:30]. The catalyst class is: 6.